This data is from Forward reaction prediction with 1.9M reactions from USPTO patents (1976-2016). The task is: Predict the product of the given reaction. (1) The product is: [NH2:22][C:21]1[C:2]([Cl:1])=[C:3]([CH:18]=[CH:19][CH:20]=1)[C:4]([NH:6][CH2:7][C:8]12[CH2:17][CH:12]3[CH2:13][CH:14]([CH2:16][CH:10]([CH2:11]3)[CH2:9]1)[CH2:15]2)=[O:5]. Given the reactants [Cl:1][C:2]1[C:21]([N+:22]([O-])=O)=[CH:20][CH:19]=[CH:18][C:3]=1[C:4]([NH:6][CH2:7][C:8]12[CH2:17][CH:12]3[CH2:13][CH:14]([CH2:16][CH:10]([CH2:11]3)[CH2:9]1)[CH2:15]2)=[O:5].[Cl-].[NH4+], predict the reaction product. (2) Given the reactants [Cl:1][C:2]1[CH:7]=[C:6]([N+:8]([O-:10])=[O:9])[CH:5]=[CH:4][C:3]=1[CH2:11][C:12](Cl)=[O:13].[CH2:15]([NH:17][CH2:18][CH3:19])[CH3:16], predict the reaction product. The product is: [Cl:1][C:2]1[CH:7]=[C:6]([N+:8]([O-:10])=[O:9])[CH:5]=[CH:4][C:3]=1[CH2:11][C:12]([N:17]([CH2:18][CH3:19])[CH2:15][CH3:16])=[O:13]. (3) Given the reactants [F:1][C:2]([F:22])([F:21])[C:3]1[CH:4]=[C:5]([C:9]2[CH:10]=[CH:11][C:12]3[N:18]4[CH2:19][C@H:15]([CH2:16][CH2:17]4)[NH:14][C:13]=3[N:20]=2)[CH:6]=[CH:7][CH:8]=1.[O:23]1[C:27]([C:28]2[CH:33]=[CH:32][N:31]=[C:30]([NH:34][C:35](=O)[O:36]C3C=CC=CC=3)[CH:29]=2)=[CH:26][N:25]=[CH:24]1, predict the reaction product. The product is: [O:23]1[C:27]([C:28]2[CH:33]=[CH:32][N:31]=[C:30]([NH:34][C:35]([N:14]3[C@@H:15]4[CH2:19][N:18]([CH2:17][CH2:16]4)[C:12]4[CH:11]=[CH:10][C:9]([C:5]5[CH:6]=[CH:7][CH:8]=[C:3]([C:2]([F:21])([F:1])[F:22])[CH:4]=5)=[N:20][C:13]3=4)=[O:36])[CH:29]=2)=[CH:26][N:25]=[CH:24]1. (4) Given the reactants Cl.[NH:2]1[CH2:7][CH2:6][CH2:5][CH:4]([N:8]2[C:12]3[CH:13]=[CH:14][CH:15]=[CH:16][C:11]=3[N:10]=[C:9]2[NH:17][C:18](=[O:25])[C:19]2[CH:24]=[CH:23][CH:22]=[N:21][CH:20]=2)[CH2:3]1.[C:26](Cl)(=[O:29])[CH:27]=[CH2:28].C([O-])(O)=O.[Na+].C1CCN2C(=NCCC2)CC1, predict the reaction product. The product is: [C:26]([N:2]1[CH2:7][CH2:6][CH2:5][CH:4]([N:8]2[C:12]3[CH:13]=[CH:14][CH:15]=[CH:16][C:11]=3[N:10]=[C:9]2[NH:17][C:18](=[O:25])[C:19]2[CH:24]=[CH:23][CH:22]=[N:21][CH:20]=2)[CH2:3]1)(=[O:29])[CH:27]=[CH2:28]. (5) Given the reactants Br[C:2]1[CH:11]=[CH:10][C:9]2[C:4](=[CH:5][CH:6]=[CH:7][CH:8]=2)[CH:3]=1.[C:12]([O:16][C:17]([N:19]1[CH:24]2[CH2:25][CH2:26][CH:20]1[CH2:21][C:22](=[O:27])[CH2:23]2)=[O:18])([CH3:15])([CH3:14])[CH3:13], predict the reaction product. The product is: [C:12]([O:16][C:17]([N:19]1[CH:24]2[CH2:25][CH2:26][CH:20]1[CH2:21][C:22]([OH:27])([C:2]1[CH:11]=[CH:10][C:9]3[C:4](=[CH:5][CH:6]=[CH:7][CH:8]=3)[CH:3]=1)[CH2:23]2)=[O:18])([CH3:15])([CH3:13])[CH3:14]. (6) Given the reactants [OH-].[Li+].C[O:4][C:5]([C:7]1[CH:16]=[CH:15][C:14]2[C:9](=[CH:10][CH:11]=[C:12]([N:17]3[CH2:21][CH2:20][CH2:19][CH2:18]3)[CH:13]=2)[CH:8]=1)=[O:6], predict the reaction product. The product is: [N:17]1([C:12]2[CH:13]=[C:14]3[C:9](=[CH:10][CH:11]=2)[CH:8]=[C:7]([C:5]([OH:6])=[O:4])[CH:16]=[CH:15]3)[CH2:21][CH2:20][CH2:19][CH2:18]1.